From a dataset of CYP3A4 inhibition data for predicting drug metabolism from PubChem BioAssay. Regression/Classification. Given a drug SMILES string, predict its absorption, distribution, metabolism, or excretion properties. Task type varies by dataset: regression for continuous measurements (e.g., permeability, clearance, half-life) or binary classification for categorical outcomes (e.g., BBB penetration, CYP inhibition). Dataset: cyp3a4_veith. (1) The drug is CC(C)CN(CC#N)CC(C)C. The result is 0 (non-inhibitor). (2) The result is 0 (non-inhibitor). The drug is C[C@@H]1OC=C2[C@@H](O)[C@H]3O[C@H]3C(=O)[C@]23[C@H]2O[C@H](C)[C@H](C4=C2[C@@H](O)[C@H]2O[C@@H]2C4=O)[C@@H]13. (3) The result is 1 (inhibitor). The compound is O=C(COc1ccc(Cl)cc1Cl)N/N=C/CCc1ccccc1. (4) The drug is CCOC(=O)CC(NC(=O)c1ccco1)c1ccc(OC)cc1. The result is 0 (non-inhibitor). (5) The molecule is CCNC(=S)NNC(=O)c1ccoc1C. The result is 0 (non-inhibitor). (6) The molecule is Cc1oc(-c2ccccc2)cc1C(=O)Nc1ccc2ccccc2c1. The result is 0 (non-inhibitor).